This data is from Forward reaction prediction with 1.9M reactions from USPTO patents (1976-2016). The task is: Predict the product of the given reaction. (1) Given the reactants [N:1]1[CH:6]=[CH:5][CH:4]=[C:3]([C:7]2[CH:11]=[C:10]([C:12]([F:15])([F:14])[F:13])[N:9]([C:16]3[CH:17]=[N:18][C:19]([NH2:22])=[N:20][CH:21]=3)[N:8]=2)[CH:2]=1.[C:23](Cl)(=[O:30])[C:24]1[CH:29]=[CH:28][CH:27]=[CH:26][CH:25]=1.C(=O)(O)[O-].[Na+], predict the reaction product. The product is: [N:1]1[CH:6]=[CH:5][CH:4]=[C:3]([C:7]2[CH:11]=[C:10]([C:12]([F:13])([F:14])[F:15])[N:9]([C:16]3[CH:17]=[N:18][C:19]([NH:22][C:23](=[O:30])[C:24]4[CH:29]=[CH:28][CH:27]=[CH:26][CH:25]=4)=[N:20][CH:21]=3)[N:8]=2)[CH:2]=1. (2) Given the reactants [NH2:1][C:2]1[C:3]([C:7](=[N:9][OH:10])N)=[N:4][O:5][N:6]=1.[ClH:11].[Cl-].[Na+].N([O-])=O.[Na+], predict the reaction product. The product is: [NH2:1][C:2]1[C:3]([C:7]([Cl:11])=[N:9][OH:10])=[N:4][O:5][N:6]=1. (3) Given the reactants [OH-].[Na+].[CH3:3][C:4]1[CH:5]=[C:6]([C:16]([O:18]C)=[O:17])[C:7]([C:10]2[CH:15]=[CH:14][CH:13]=[CH:12][CH:11]=2)=[CH:8][CH:9]=1, predict the reaction product. The product is: [CH3:3][C:4]1[CH:5]=[C:6]([C:16]([OH:18])=[O:17])[C:7]([C:10]2[CH:15]=[CH:14][CH:13]=[CH:12][CH:11]=2)=[CH:8][CH:9]=1.